Dataset: Catalyst prediction with 721,799 reactions and 888 catalyst types from USPTO. Task: Predict which catalyst facilitates the given reaction. (1) The catalyst class is: 1. Reactant: [C:1]([CH:3]1[CH2:8][CH2:7][N:6]([C:9]([O:11][C:12]([CH3:15])([CH3:14])[CH3:13])=[O:10])[CH2:5][CH2:4]1)#[CH:2].[Li][CH2:17][CH2:18][CH2:19][CH3:20].B(F)(F)F.[NH4+].[Cl-].[OH2:27]. Product: [CH2:17]([O:27][CH2:13][C@H:12]([OH:11])[CH2:14][C:2]#[C:1][CH:3]1[CH2:4][CH2:5][N:6]([C:9]([O:11][C:12]([CH3:15])([CH3:14])[CH3:13])=[O:10])[CH2:7][CH2:8]1)[C:18]1[CH:3]=[CH:1][CH:2]=[CH:20][CH:19]=1. (2) Reactant: Br[C:2]1[C:3]([CH3:11])=[C:4]([CH:7]=[CH:8][C:9]=1[CH3:10])[CH:5]=[O:6].[O:12]1[C:16]2([CH2:21][CH2:20][NH:19][CH2:18][CH2:17]2)[O:15][CH2:14][CH2:13]1.C(=O)([O-])[O-].[Cs+].[Cs+].C1(P(C2C=CC=CC=2)C2C=CC3C(=CC=CC=3)C=2C2C3C(=CC=CC=3)C=CC=2P(C2C=CC=CC=2)C2C=CC=CC=2)C=CC=CC=1. Product: [O:12]1[C:16]2([CH2:21][CH2:20][N:19]([C:2]3[C:3]([CH3:11])=[C:4]([CH:7]=[CH:8][C:9]=3[CH3:10])[CH:5]=[O:6])[CH2:18][CH2:17]2)[O:15][CH2:14][CH2:13]1. The catalyst class is: 491. (3) Reactant: [CH3:1][N:2]1[C:6]([C:7]2[S:11][C:10]([C:12](O)=[O:13])=[CH:9][CH:8]=2)=[CH:5][C:4]([C:15]([F:18])([F:17])[F:16])=[N:3]1.C(Cl)(=O)C([Cl:22])=O.CN(C=O)C. Product: [CH3:1][N:2]1[C:6]([C:7]2[S:11][C:10]([C:12]([Cl:22])=[O:13])=[CH:9][CH:8]=2)=[CH:5][C:4]([C:15]([F:18])([F:17])[F:16])=[N:3]1. The catalyst class is: 26. (4) Reactant: Cl.[NH:2]([C:4]1[CH:5]=[N:6][CH:7]=[CH:8][CH:9]=1)[NH2:3].[C:10]([C:12](=[CH:18]OCC)[C:13]([O:15][CH2:16][CH3:17])=[O:14])#[N:11].C(N(CC)CC)C. Product: [NH2:11][C:10]1[N:2]([C:4]2[CH:5]=[N:6][CH:7]=[CH:8][CH:9]=2)[N:3]=[CH:18][C:12]=1[C:13]([O:15][CH2:16][CH3:17])=[O:14]. The catalyst class is: 8.